Dataset: Full USPTO retrosynthesis dataset with 1.9M reactions from patents (1976-2016). Task: Predict the reactants needed to synthesize the given product. (1) Given the product [C:8]([C:7]1[CH:10]=[C:3]([CH:1]2[NH:20][CH:21]([C:24]([OH:26])=[O:25])[CH2:22][S:23]2)[CH:4]=[CH:5][C:6]=1[O:11][C:12]1[CH:17]=[CH:16][C:15]([CH3:18])=[CH:14][C:13]=1[OH:19])#[N:9], predict the reactants needed to synthesize it. The reactants are: [CH:1]([C:3]1[CH:4]=[CH:5][C:6]([O:11][C:12]2[CH:17]=[CH:16][C:15]([CH3:18])=[CH:14][C:13]=2[OH:19])=[C:7]([CH:10]=1)[C:8]#[N:9])=O.[NH2:20][C@H:21]([C:24]([OH:26])=[O:25])[CH2:22][SH:23]. (2) Given the product [CH:1]12[CH2:8][CH:7]3[CH2:6][CH:5]([CH2:4][CH:3]([CH2:9]3)[CH:2]1[N:11]1[CH:15]=[C:14]([CH2:16][C:17]([F:20])([F:18])[F:19])[N:13]([CH2:23][CH:24]3[CH2:26][CH2:25]3)[C:12]1=[O:21])[CH2:10]2, predict the reactants needed to synthesize it. The reactants are: [CH:1]12[CH2:10][CH:5]3[CH2:6][CH:7]([CH2:9][CH:3]([CH2:4]3)[CH:2]1[N:11]1[CH:15]=[C:14]([CH2:16][C:17]([F:20])([F:19])[F:18])[NH:13][C:12]1=[O:21])[CH2:8]2.Br[CH2:23][CH:24]1[CH2:26][CH2:25]1. (3) Given the product [O:1]1[C:5]2[CH:6]=[CH:7][C:8]([CH2:10][CH2:11][C:12]([O:14][CH2:15][CH3:16])=[O:13])=[CH:9][C:4]=2[CH2:3][CH2:2]1.[C:12]([OH:14])(=[O:13])[CH3:11], predict the reactants needed to synthesize it. The reactants are: [O:1]1[C:5]2[CH:6]=[CH:7][C:8](/[CH:10]=[CH:11]/[C:12]([O:14][CH2:15][CH3:16])=[O:13])=[CH:9][C:4]=2[CH2:3][CH2:2]1.[H][H]. (4) Given the product [CH3:28][C:4]1[N:3]=[CH:2][CH:27]=[CH:26][C:5]=1[C:6]([NH2:8])=[O:7], predict the reactants needed to synthesize it. The reactants are: Cl[C:2]1[CH:27]=[CH:26][C:5]([C:6]([NH:8]C2C=CC(Cl)=C(NC(=O)C3C=CC=C(Cl)C=3)C=2)=[O:7])=[C:4]([CH3:28])[N:3]=1.C(N1CCNCC1)(=O)C. (5) The reactants are: [Br:1][C:2]1[S:6][CH:5]=[C:4]([C:7]([OH:9])=O)[CH:3]=1.C(N(CC)C(C)C)(C)C.ON1C2C=CC=CC=2N=N1.Cl.C(N=C=NCCCN(C)C)C.[CH2:41]([NH2:48])[C:42]1[CH:47]=[CH:46][CH:45]=[CH:44][CH:43]=1. Given the product [CH2:41]([NH:48][C:7]([C:4]1[CH:3]=[C:2]([Br:1])[S:6][CH:5]=1)=[O:9])[C:42]1[CH:47]=[CH:46][CH:45]=[CH:44][CH:43]=1, predict the reactants needed to synthesize it. (6) Given the product [C:13]([O:12][C:10]([NH:9][C@H:7]([CH3:8])[C@H:2]([NH:1][C:33](=[O:34])[C:32]1[CH:36]=[CH:37][C:29]([C:28]#[C:27][C:26]#[C:25][C@@H:24]([OH:23])[CH3:38])=[CH:30][CH:31]=1)[C:3]([O:5][CH3:6])=[O:4])=[O:11])([CH3:15])([CH3:14])[CH3:16], predict the reactants needed to synthesize it. The reactants are: [NH2:1][C@@H:2]([C@H:7]([NH:9][C:10]([O:12][C:13]([CH3:16])([CH3:15])[CH3:14])=[O:11])[CH3:8])[C:3]([O:5][CH3:6])=[O:4].C([O-])([O-])=O.[K+].[K+].[OH:23][C@@H:24]([CH3:38])[C:25]#[C:26][C:27]#[C:28][C:29]1[CH:37]=[CH:36][C:32]([C:33](O)=[O:34])=[CH:31][CH:30]=1.CCN(C(C)C)C(C)C.CN(C(ON1N=NC2C=CC=NC1=2)=[N+](C)C)C.F[P-](F)(F)(F)(F)F. (7) Given the product [O:17]=[C:15]([N:86]1[CH2:91][CH2:90][CH2:89][CH2:88][CH2:87]1)[CH2:14][N:11]1[C:12]2[C:8](=[CH:7][CH:6]=[C:5]([C:3]([OH:2])=[O:4])[CH:13]=2)[CH:9]=[C:10]1[C:18]1[CH:19]=[C:20]2[C:25](=[CH:26][CH:27]=1)[N:24]=[C:23]([C:28]1[S:32][C:31]([CH3:33])=[N:30][C:29]=1[CH3:34])[C:22]([CH:45]1[CH2:53][CH2:52][CH2:48][CH2:47][CH2:46]1)=[CH:21]2, predict the reactants needed to synthesize it. The reactants are: C[O:2][C:3]([C:5]1[CH:13]=[C:12]2[C:8]([C:9](C3CCCCC3)=[C:10]([C:18]3[CH:19]=[C:20]4[C:25](=[CH:26][CH:27]=3)[N:24]=[C:23]([C:28]3[S:32][C:31]([CH3:33])=[N:30][C:29]=3[CH3:34])[CH:22]=[CH:21]4)[N:11]2[CH2:14][C:15]([OH:17])=O)=[CH:7][CH:6]=1)=[O:4].COC([C:45]1[CH:53]=[C:52]2[C:48](C(C3CCCCC3)=C([C:45]3[CH:53]=[C:52]4[C:48](=[CH:47][CH:46]=3)N=C(C3SC(C)=NC=3C)C=C4)N2CC(=O)N(C)C)=[CH:47][CH:46]=1)=O.CNC.[NH:86]1[CH2:91][CH2:90][CH2:89][CH2:88][CH2:87]1.